Dataset: Full USPTO retrosynthesis dataset with 1.9M reactions from patents (1976-2016). Task: Predict the reactants needed to synthesize the given product. (1) Given the product [Cl:1][C:2]1[CH:10]=[CH:9][C:5]([C:6]([N:20]([O:21][CH3:22])[CH3:19])=[O:8])=[C:4]([O:11][CH3:12])[CH:3]=1, predict the reactants needed to synthesize it. The reactants are: [Cl:1][C:2]1[CH:10]=[CH:9][C:5]([C:6]([OH:8])=O)=[C:4]([O:11][CH3:12])[CH:3]=1.CN(C=O)C.Cl.[CH3:19][NH:20][O:21][CH3:22].C(N(C(C)C)CC)(C)C. (2) Given the product [Cl:1][C:2]1[CH:18]=[CH:17][C:5]2[S:6][C:7]([C:10]3[C:21]([NH2:26])=[N:22][CH:23]=[CH:14][CH:15]=3)=[C:8]([CH3:9])[C:4]=2[CH:3]=1, predict the reactants needed to synthesize it. The reactants are: [Cl:1][C:2]1[CH:18]=[CH:17][C:5]2[S:6][C:7]([C:10]3[CH:15]=[CH:14]N=C(N)N=3)=[C:8]([CH3:9])[C:4]=2[CH:3]=1.BrC1[C:21]([NH2:26])=[N:22][CH:23]=CC=1.ClC1N=C(Cl)C=CN=1.